From a dataset of Forward reaction prediction with 1.9M reactions from USPTO patents (1976-2016). Predict the product of the given reaction. (1) The product is: [Cl:15][C:16]1[CH:17]=[C:18]([NH:19][C:2]2[N:7]=[C:6]([C:8]3[CH:13]=[CH:12][N:11]=[C:10]([NH:28][CH:26]([CH3:27])[CH2:25][O:24][CH3:23])[N:9]=3)[N:5]=[CH:4][N:3]=2)[CH:20]=[CH:21][CH:22]=1. Given the reactants Cl[C:2]1[N:7]=[C:6]([C:8]2[CH:13]=[CH:12][N:11]=[C:10](Cl)[N:9]=2)[N:5]=[CH:4][N:3]=1.[Cl:15][C:16]1[CH:17]=[C:18]([CH:20]=[CH:21][CH:22]=1)[NH2:19].[CH3:23][O:24][CH2:25][CH:26]([NH2:28])[CH3:27], predict the reaction product. (2) Given the reactants Br[C:2]1[CH:3]=[CH:4][CH:5]=[C:6]2[C:11]=1[N:10]=[C:9]([CH3:12])[CH:8]=[C:7]2[NH:13][CH2:14][C:15]1[CH:20]=[CH:19][C:18]([Cl:21])=[C:17]([Cl:22])[CH:16]=1.[NH3:23], predict the reaction product. The product is: [Cl:22][C:17]1[CH:16]=[C:15]([CH:20]=[CH:19][C:18]=1[Cl:21])[CH2:14][NH:13][C:7]1[C:6]2[C:11](=[C:2]([NH2:23])[CH:3]=[CH:4][CH:5]=2)[N:10]=[C:9]([CH3:12])[CH:8]=1. (3) Given the reactants Cl[C:2]1[N:7]=[C:6]([NH:8][C:9]2[CH:10]=[C:11]([NH:16][C:17](=[O:23])[O:18][C:19]([CH3:22])([CH3:21])[CH3:20])[CH:12]=[CH:13][C:14]=2[F:15])[C:5]([Cl:24])=[CH:4][N:3]=1.[CH3:25][C:26]1[CH:30]=[C:29]([NH2:31])[S:28][N:27]=1.Cl.C(=O)([O-])[O-].[Cs+].[Cs+].CC(C1C=C(C(C)C)C(C2C=CC=CC=2P(C2CCCCC2)C2CCCCC2)=C(C(C)C)C=1)C, predict the reaction product. The product is: [Cl:24][C:5]1[C:6]([NH:8][C:9]2[CH:10]=[C:11]([NH:16][C:17](=[O:23])[O:18][C:19]([CH3:22])([CH3:21])[CH3:20])[CH:12]=[CH:13][C:14]=2[F:15])=[N:7][C:2]([NH:31][C:29]2[S:28][N:27]=[C:26]([CH3:25])[CH:30]=2)=[N:3][CH:4]=1.